Dataset: Catalyst prediction with 721,799 reactions and 888 catalyst types from USPTO. Task: Predict which catalyst facilitates the given reaction. (1) Reactant: [NH3:1].[CH:2]1([C:8](Cl)=[O:9])[CH2:7][CH2:6][CH2:5][CH2:4][CH2:3]1. Product: [CH:2]1([C:8]([NH2:1])=[O:9])[CH2:7][CH2:6][CH2:5][CH2:4][CH2:3]1. The catalyst class is: 22. (2) Reactant: [N+:1]([C:4]1[C:5]([CH:14]=[O:15])=[CH:6][CH:7]=[C:8]2[C:13]=1[N:12]=[CH:11][CH:10]=[CH:9]2)([O-:3])=[O:2].Br[Mg][C:18]1[CH:23]=[CH:22][C:21]([CH3:24])=[CH:20][CH:19]=1. Product: [N+:1]([C:4]1[C:5]([CH:14]([C:18]2[CH:23]=[CH:22][C:21]([CH3:24])=[CH:20][CH:19]=2)[OH:15])=[CH:6][CH:7]=[C:8]2[C:13]=1[N:12]=[CH:11][CH:10]=[CH:9]2)([O-:3])=[O:2]. The catalyst class is: 1. (3) Reactant: [CH3:1][S:2]([NH:5][C:6]1[CH:7]=[C:8]([CH:37]=[CH:38][CH:39]=1)[CH2:9][N:10]1[C:14](=[O:15])[C:13]2([CH2:20][CH2:19][N:18](C(OCC3C=CC=CC=3)=O)[CH2:17][CH2:16]2)[N:12]([C:31]2[CH:36]=[CH:35][CH:34]=[CH:33][CH:32]=2)[CH2:11]1)(=[O:4])=[O:3]. Product: [O:15]=[C:14]1[C:13]2([CH2:16][CH2:17][NH:18][CH2:19][CH2:20]2)[N:12]([C:31]2[CH:32]=[CH:33][CH:34]=[CH:35][CH:36]=2)[CH2:11][N:10]1[CH2:9][C:8]1[CH:7]=[C:6]([NH:5][S:2]([CH3:1])(=[O:4])=[O:3])[CH:39]=[CH:38][CH:37]=1. The catalyst class is: 19. (4) Reactant: [CH3:1][C:2]1([CH3:14])[C@H:4](/[CH:5]=[C:6](\[CH3:9])/[CH:7]=O)[C@H:3]1[C:10]([O:12][CH3:13])=[O:11].Cl.[CH:16]([O:19][NH2:20])([CH3:18])[CH3:17].N1C=CC=CC=1. Product: [CH:16]([O:19][N:20]=[CH:7]/[C:6](/[CH3:9])=[CH:5]/[C@@H:4]1[C@@H:3]([C:10]([O:12][CH3:13])=[O:11])[C:2]1([CH3:14])[CH3:1])([CH3:18])[CH3:17]. The catalyst class is: 13. (5) Reactant: N1C2C=CC=CC=2N=C1C(O[C:13]1[CH:18]=[CH:17][C:16]([CH3:19])=[CH:15][CH:14]=1)=O.[C:20](=[O:23])([O-])[O-].[K+].[K+].ClCCBr.[N:30]12[CH2:40][CH2:39][CH2:38][N:37]=[C:36]1[CH2:35][CH2:34][CH2:33][CH2:32][CH2:31]2.Cl. Product: [CH3:19][C:16]1[CH:17]=[CH:18][C:13]([C:20]([C:36]2[N:30]([CH:40]=[CH2:39])[C:31]3[CH:32]=[CH:33][CH:34]=[CH:35][C:38]=3[N:37]=2)=[O:23])=[CH:14][CH:15]=1. The catalyst class is: 252. (6) Reactant: [F:1][C:2]([F:14])([F:13])[C:3]1[S:4][CH:5]=[C:6]([C:8]([O:10]CC)=[O:9])[N:7]=1.[OH-].[Li+]. Product: [F:14][C:2]([F:1])([F:13])[C:3]1[S:4][CH:5]=[C:6]([C:8]([OH:10])=[O:9])[N:7]=1. The catalyst class is: 36. (7) Reactant: [CH2:1]([N:3]([CH2:37][CH3:38])[CH2:4][CH2:5][CH2:6][NH:7][C:8]1[N:9]=[C:10]([C:27]2[CH:28]=[C:29]([CH:33]=[CH:34][C:35]=2[CH3:36])[C:30](O)=[O:31])[C:11]2[CH:17]=[CH:16][C:15](=[O:18])[N:14]([C:19]3[C:24]([F:25])=[CH:23][CH:22]=[CH:21][C:20]=3[F:26])[C:12]=2[N:13]=1)[CH3:2].CN(C(O[N:47]1N=N[C:49]2[CH:50]=[CH:51]C=C[C:48]1=2)=[N+](C)C)C.F[P-](F)(F)(F)(F)F.C(N)CCC. Product: [CH2:48]([NH:47][C:30](=[O:31])[C:29]1[CH:33]=[CH:34][C:35]([CH3:36])=[C:27]([C:10]2[C:11]3[CH:17]=[CH:16][C:15](=[O:18])[N:14]([C:19]4[C:24]([F:25])=[CH:23][CH:22]=[CH:21][C:20]=4[F:26])[C:12]=3[N:13]=[C:8]([NH:7][CH2:6][CH2:5][CH2:4][N:3]([CH2:37][CH3:38])[CH2:1][CH3:2])[N:9]=2)[CH:28]=1)[CH2:49][CH2:50][CH3:51]. The catalyst class is: 2.